Dataset: Forward reaction prediction with 1.9M reactions from USPTO patents (1976-2016). Task: Predict the product of the given reaction. Given the reactants C(N(CC)[C:4]1[CH:26]=[CH:25][C:7]([C:8]([C:10]2[CH:24]=[CH:23][CH:22]=[CH:21][C:11]=2C(OCCCCCC)=O)=[O:9])=[C:6]([OH:27])[CH:5]=1)C.[CH2:30]([C:38](C1C=CC=CC=1)=[C:39](OC)[C:40]([O-])=[O:41])[CH2:31][CH2:32][CH2:33][CH2:34]CCC.CCCCC(COC(C1C=CC=CC=1O)=O)CC, predict the reaction product. The product is: [CH3:34][CH2:33][CH2:32][CH2:31][CH2:30][CH2:38][CH2:39][CH2:40][O:41][C:4]1[CH:26]=[CH:25][C:7]([C:8]([C:10]2[CH:11]=[CH:21][CH:22]=[CH:23][CH:24]=2)=[O:9])=[C:6]([OH:27])[CH:5]=1.